From a dataset of Full USPTO retrosynthesis dataset with 1.9M reactions from patents (1976-2016). Predict the reactants needed to synthesize the given product. (1) Given the product [Cl:1][C:2]1[C:3]([C:33]([C:36]#[N:37])([CH3:34])[CH3:35])=[CH:4][C:5]([O:30][CH2:31][CH3:32])=[C:6]([C:8]2[N:9]([C:27]([N:46]3[CH2:45][CH2:44][N:43]([CH2:42][C:41]([N:40]([O:39][CH3:38])[CH3:50])=[O:49])[CH2:48][CH2:47]3)=[O:28])[C@H:10]([C:20]3[CH:25]=[CH:24][C:23]([Cl:26])=[CH:22][CH:21]=3)[C@H:11]([C:13]3[CH:18]=[CH:17][C:16]([Cl:19])=[CH:15][CH:14]=3)[N:12]=2)[CH:7]=1, predict the reactants needed to synthesize it. The reactants are: [Cl:1][C:2]1[C:3]([C:33]([C:36]#[N:37])([CH3:35])[CH3:34])=[CH:4][C:5]([O:30][CH2:31][CH3:32])=[C:6]([C:8]2[N:9]([C:27](Cl)=[O:28])[C@H:10]([C:20]3[CH:25]=[CH:24][C:23]([Cl:26])=[CH:22][CH:21]=3)[C@H:11]([C:13]3[CH:18]=[CH:17][C:16]([Cl:19])=[CH:15][CH:14]=3)[N:12]=2)[CH:7]=1.[CH3:38][O:39][N:40]([CH3:50])[C:41](=[O:49])[CH2:42][N:43]1[CH2:48][CH2:47][NH:46][CH2:45][CH2:44]1. (2) Given the product [C:1]([O:5][C:6]([NH:8][C@H:9]([C:20]([O:22][CH:23]1[CH2:27][CH2:26][CH2:25][CH2:24]1)=[O:21])[CH2:10][C:11]1[CH:12]=[CH:13][C:14]([N+:17]([O-:19])=[O:18])=[CH:15][CH:16]=1)=[O:7])([CH3:4])([CH3:2])[CH3:3], predict the reactants needed to synthesize it. The reactants are: [C:1]([O:5][C:6]([NH:8][C@H:9]([C:20]([OH:22])=[O:21])[CH2:10][C:11]1[CH:16]=[CH:15][C:14]([N+:17]([O-:19])=[O:18])=[CH:13][CH:12]=1)=[O:7])([CH3:4])([CH3:3])[CH3:2].[CH:23]1(O)[CH2:27][CH2:26][CH2:25][CH2:24]1.C(Cl)CCl. (3) Given the product [NH2:18][C:14]1[C:13]([C:9]2[N:10]([CH2:11][CH3:12])[C:4]3[CH:3]=[C:2]([O:26][C:27]4[CH:28]=[C:29]([C:33](=[O:44])[CH:34]([CH3:43])[CH2:35][CH2:36][N:37]5[CH2:42][CH2:41][O:40][CH2:39][CH2:38]5)[CH:30]=[CH:31][CH:32]=4)[N:7]=[CH:6][C:5]=3[N:8]=2)=[N:17][O:16][N:15]=1, predict the reactants needed to synthesize it. The reactants are: Br[C:2]1[N:7]=[CH:6][C:5]2[N:8]=[C:9]([C:13]3[C:14]([NH2:18])=[N:15][O:16][N:17]=3)[N:10]([CH2:11][CH3:12])[C:4]=2[CH:3]=1.NC1C=CC=CC=1.[OH:26][C:27]1[CH:28]=[C:29]([C:33](=[O:44])[CH:34]([CH3:43])[CH2:35][CH2:36][N:37]2[CH2:42][CH2:41][O:40][CH2:39][CH2:38]2)[CH:30]=[CH:31][CH:32]=1.N1C2C(=CC=C3C=2N=CC=C3)C=CC=1.C([O-])([O-])=O.[Cs+].[Cs+]. (4) Given the product [NH2:20][C:18]1[CH:17]=[CH:16][C:15]([O:23][CH3:24])=[C:14]([NH:13][C:11]([NH:10][C:8](=[O:9])[C:7]2[CH:25]=[C:26]([F:30])[C:27]([F:29])=[CH:28][C:6]=2[Cl:5])=[O:12])[CH:19]=1, predict the reactants needed to synthesize it. The reactants are: O.[Sn](Cl)Cl.[Cl:5][C:6]1[CH:28]=[C:27]([F:29])[C:26]([F:30])=[CH:25][C:7]=1[C:8]([NH:10][C:11]([NH:13][C:14]1[CH:19]=[C:18]([N+:20]([O-])=O)[CH:17]=[CH:16][C:15]=1[O:23][CH3:24])=[O:12])=[O:9].CN1CCCC1=O. (5) Given the product [C:21]1([CH:18]2[C:12]3[C:11]4=[C:16]([CH:7]([C:1]5[CH:2]=[CH:3][CH:4]=[CH:5][CH:6]=5)[CH2:8][CH2:9][N:10]4[CH2:20][CH2:19]2)[CH:15]=[C:14]([NH:17][C:35](=[O:36])[O:37][CH3:38])[CH:13]=3)[CH:26]=[CH:25][CH:24]=[CH:23][CH:22]=1, predict the reactants needed to synthesize it. The reactants are: [C:1]1([CH:7]2[C:16]3[C:11]4=[C:12]([CH:18]([C:21]5[CH:26]=[CH:25][CH:24]=[CH:23][CH:22]=5)[CH2:19][CH2:20][N:10]4[CH2:9][CH2:8]2)[CH:13]=[C:14]([NH2:17])[CH:15]=3)[CH:6]=[CH:5][CH:4]=[CH:3][CH:2]=1.C(N(CC)CC)C.Cl[C:35]([O:37][CH3:38])=[O:36].